From a dataset of Forward reaction prediction with 1.9M reactions from USPTO patents (1976-2016). Predict the product of the given reaction. (1) Given the reactants [CH3:1][N:2]([CH2:13][C:14]1[N:18]([CH2:19][C@@H:20]2[CH2:25][CH2:24][CH2:23][NH:22][CH2:21]2)[C:17]2[CH:26]=[CH:27][CH:28]=[CH:29][C:16]=2[N:15]=1)[C@H:3]1[C:12]2[N:11]=[CH:10][CH:9]=[CH:8][C:7]=2[CH2:6][CH2:5][CH2:4]1.[CH:30](=O)[CH2:31][CH:32]([CH3:34])[CH3:33].[BH-](OC(C)=O)(OC(C)=O)OC(C)=O.[Na+].C(O)(=O)C, predict the reaction product. The product is: [CH3:1][N:2]([CH2:13][C:14]1[N:18]([CH2:19][C@@H:20]2[CH2:25][CH2:24][CH2:23][N:22]([CH2:30][CH2:31][CH:32]([CH3:34])[CH3:33])[CH2:21]2)[C:17]2[CH:26]=[CH:27][CH:28]=[CH:29][C:16]=2[N:15]=1)[C@H:3]1[C:12]2[N:11]=[CH:10][CH:9]=[CH:8][C:7]=2[CH2:6][CH2:5][CH2:4]1. (2) The product is: [C:28]([C:30]1[CH:31]=[CH:32][C:33]([O:40][CH3:41])=[C:34]([S:36]([NH:1][CH2:2][CH2:3][C:4]2[CH:9]=[CH:8][C:7]([CH:10]([CH3:12])[CH3:11])=[CH:6][C:5]=2[NH:13][C:14](=[O:20])[C:15]([O:17][CH2:18][CH3:19])=[O:16])(=[O:38])=[O:37])[CH:35]=1)#[N:29]. Given the reactants [NH2:1][CH2:2][CH2:3][C:4]1[CH:9]=[CH:8][C:7]([CH:10]([CH3:12])[CH3:11])=[CH:6][C:5]=1[NH:13][C:14](=[O:20])[C:15]([O:17][CH2:18][CH3:19])=[O:16].O.C(=O)([O-])[O-].[K+].[K+].[C:28]([C:30]1[CH:31]=[CH:32][C:33]([O:40][CH3:41])=[C:34]([S:36](Cl)(=[O:38])=[O:37])[CH:35]=1)#[N:29], predict the reaction product. (3) Given the reactants [O:1]1[CH2:6][CH2:5][N:4]([C:7]2[CH:8]=[C:9]([NH:16][C:17](=[O:19])[CH3:18])[CH:10]=[C:11]([N+:13]([O-])=O)[CH:12]=2)[CH2:3][CH2:2]1, predict the reaction product. The product is: [NH2:13][C:11]1[CH:10]=[C:9]([NH:16][C:17](=[O:19])[CH3:18])[CH:8]=[C:7]([N:4]2[CH2:5][CH2:6][O:1][CH2:2][CH2:3]2)[CH:12]=1. (4) Given the reactants Cl[C:2]1[N:6]([CH3:7])[N:5]=[CH:4][C:3]=1[N+:8]([O-:10])=[O:9].CC1(C)C(C)(C)OB([C:19]2[CH2:24][CH2:23][N:22]([C:25]([O:27][C:28]([CH3:31])([CH3:30])[CH3:29])=[O:26])[CH2:21][CH:20]=2)O1, predict the reaction product. The product is: [CH3:7][N:6]1[C:2]([C:19]2[CH2:24][CH2:23][N:22]([C:25]([O:27][C:28]([CH3:31])([CH3:30])[CH3:29])=[O:26])[CH2:21][CH:20]=2)=[C:3]([N+:8]([O-:10])=[O:9])[CH:4]=[N:5]1.